From a dataset of Catalyst prediction with 721,799 reactions and 888 catalyst types from USPTO. Predict which catalyst facilitates the given reaction. (1) Reactant: CO[C:3]([C:5]1[CH:6]=[N:7][C:8]2[N:9]([N:21]=[C:22]([CH3:24])[CH:23]=2)[C:10]=1[NH:11][C:12](=[O:20])[CH2:13]C1C=CC=CC=1)=[O:4].C1COCC1.C[Si]([N-][Si](C)(C)C)(C)C.[Na+].C(Cl)Cl. Product: [CH3:24][C:22]1[CH:23]=[C:8]2[N:7]=[CH:6][C:5]3[C:3]([OH:4])=[CH:13][C:12]([OH:20])=[N:11][C:10]=3[N:9]2[N:21]=1. The catalyst class is: 6. (2) Reactant: [Br:1][C:2]1[CH:3]=[CH:4][C:5]([I:10])=[C:6]([CH:9]=1)[C:7]#[N:8].B.C1COCC1.Cl.[OH-].[K+]. Product: [Br:1][C:2]1[CH:3]=[CH:4][C:5]([I:10])=[C:6]([CH2:7][NH2:8])[CH:9]=1. The catalyst class is: 7. (3) Reactant: [Cl:1][C:2]1[C:3]([O:29][CH3:30])=[CH:4][C:5]([O:27][CH3:28])=[C:6]([NH:8][C:9]([CH2:11][N:12]2[C:21]3[C:16](=[CH:17][CH:18]=[CH:19][CH:20]=3)[CH2:15][N:14]([CH2:22][C:23](O)=[O:24])[C:13]2=[O:26])=[O:10])[CH:7]=1.CN(C(ON1N=N[C:41]2[CH:42]=[CH:43][CH:44]=[N:45][C:40]1=2)=[N+](C)C)C.F[P-](F)(F)(F)(F)F.C1(N)CCCC1. Product: [Cl:1][C:2]1[C:3]([O:29][CH3:30])=[CH:4][C:5]([O:27][CH3:28])=[C:6]([NH:8][C:9](=[O:10])[CH2:11][N:12]2[C:21]3[C:16](=[CH:17][CH:18]=[CH:19][CH:20]=3)[CH2:15][N:14]([CH2:22][C:23](=[O:24])[NH:45][CH:40]3[CH2:41][CH2:42][CH2:43][CH2:44]3)[C:13]2=[O:26])[CH:7]=1. The catalyst class is: 16. (4) Reactant: [NH2:1][C:2]1[S:3][C:4]2[C:10]([N+:11]([O-:13])=[O:12])=[C:9]([O:14][C:15]3[CH:16]=[C:17]([CH:31]=[CH:32][CH:33]=3)[C:18]([NH:20][C:21]3[CH:26]=[CH:25][CH:24]=[C:23]([C:27]([F:30])([F:29])[F:28])[CH:22]=3)=[O:19])[CH:8]=[CH:7][C:5]=2[N:6]=1.[CH:34]1([C:37](Cl)=[O:38])[CH2:36][CH2:35]1. Product: [CH:34]1([C:37]([NH:1][C:2]2[S:3][C:4]3[C:10]([N+:11]([O-:13])=[O:12])=[C:9]([O:14][C:15]4[CH:16]=[C:17]([CH:31]=[CH:32][CH:33]=4)[C:18]([NH:20][C:21]4[CH:26]=[CH:25][CH:24]=[C:23]([C:27]([F:30])([F:28])[F:29])[CH:22]=4)=[O:19])[CH:8]=[CH:7][C:5]=3[N:6]=2)=[O:38])[CH2:36][CH2:35]1. The catalyst class is: 17. (5) Reactant: [OH-].[K+].C[O:4][C:5](=[O:41])[C@@H:6]([N:28]1[C:40]2[CH:39]=[CH:38][CH:37]=[CH:36][C:35]=2[C:34]2[C:29]1=[CH:30][CH:31]=[CH:32][CH:33]=2)[CH2:7][CH2:8][CH2:9][CH2:10][NH:11][C:12](=[O:27])[C:13]1[CH:18]=[CH:17][C:16]([C:19](=[O:26])[C:20]2[CH:25]=[CH:24][CH:23]=[CH:22][CH:21]=2)=[CH:15][CH:14]=1.C1(C)C=CC=CC=1.Cl. Product: [C:19]([C:16]1[CH:15]=[CH:14][C:13]([C:12]([NH:11][CH2:10][CH2:9][CH2:8][CH2:7][C@H:6]([N:28]2[C:40]3[CH:39]=[CH:38][CH:37]=[CH:36][C:35]=3[C:34]3[C:29]2=[CH:30][CH:31]=[CH:32][CH:33]=3)[C:5]([OH:41])=[O:4])=[O:27])=[CH:18][CH:17]=1)(=[O:26])[C:20]1[CH:25]=[CH:24][CH:23]=[CH:22][CH:21]=1. The catalyst class is: 5.